From a dataset of Forward reaction prediction with 1.9M reactions from USPTO patents (1976-2016). Predict the product of the given reaction. (1) Given the reactants [CH3:1][C:2]1([CH3:19])[C:6]([CH3:8])([CH3:7])[O:5][B:4]([C:9]2[CH:14]=[CH:13][C:12]([CH:15]([CH3:18])[C:16]#[N:17])=[CH:11][CH:10]=2)[O:3]1.B.[CH2:21]1COCC1.[C:26](O[C:26]([O:28][C:29]([CH3:32])([CH3:31])[CH3:30])=[O:27])([O:28][C:29]([CH3:32])([CH3:31])[CH3:30])=[O:27], predict the reaction product. The product is: [CH3:18][C:15]([C:12]1[CH:13]=[CH:14][C:9]([B:4]2[O:3][C:2]([CH3:19])([CH3:1])[C:6]([CH3:7])([CH3:8])[O:5]2)=[CH:10][CH:11]=1)([CH3:21])[CH2:16][NH:17][C:26](=[O:27])[O:28][C:29]([CH3:32])([CH3:31])[CH3:30]. (2) Given the reactants [Cl:1][C:2]1[S:28][C:5]2[NH:6][C:7]([C:9]([NH:11][CH:12]3[CH2:21][C:20]4[C:15](=[CH:16][CH:17]=[CH:18][CH:19]=4)[N:14]([CH2:22][CH:23]([OH:26])[CH2:24][OH:25])[C:13]3=[O:27])=[O:10])=[CH:8][C:4]=2[CH:3]=1.[CH:29]1[CH:30]=CC2N(O)N=NC=2[CH:34]=1.CCN=C=NCCCN(C)C.NC1CC2C(=CC=CC=2)N(CC2COC(C)(C)O2)C1=O, predict the reaction product. The product is: [CH3:34][C:29]1([CH3:30])[O:26][CH:23]([CH2:22][N:14]2[C:15]3[C:20](=[CH:19][CH:18]=[CH:17][CH:16]=3)[CH2:21][CH:12]([NH:11][C:9]([C:7]3[NH:6][C:5]4[S:28][C:2]([Cl:1])=[CH:3][C:4]=4[CH:8]=3)=[O:10])[C:13]2=[O:27])[CH2:24][O:25]1. (3) Given the reactants [Cl:1][C:2]1[CH:10]=[C:9]([C:11]([NH:13][CH2:14][C:15]2[CH:20]=[CH:19][CH:18]=[C:17]([Cl:21])[CH:16]=2)=[O:12])[CH:8]=[C:7]2[C:3]=1[CH:4]=[N:5][NH:6]2.Cl[CH2:23][CH2:24][N:25]1[CH2:29][CH2:28][O:27][C:26]1=[O:30].ClC1C=CC=C2C=1C=NN2, predict the reaction product. The product is: [Cl:1][C:2]1[C:3]2[C:7]([CH:8]=[C:9]([C:11]([NH:13][CH2:14][C:15]3[CH:20]=[CH:19][CH:18]=[C:17]([Cl:21])[CH:16]=3)=[O:12])[CH:10]=1)=[N:6][N:5]([CH2:23][CH2:24][N:25]1[CH2:29][CH2:28][O:27][C:26]1=[O:30])[CH:4]=2. (4) Given the reactants [Cl:1][C:2]1[CH:7]=[CH:6][C:5]([N+:8]([O-:10])=[O:9])=[C:4](F)[CH:3]=1.[NH2:12][CH:13]1[CH2:18][CH2:17][N:16]([C:19]([O:21][CH2:22][CH3:23])=[O:20])[CH2:15][CH2:14]1, predict the reaction product. The product is: [CH2:22]([O:21][C:19]([N:16]1[CH2:15][CH2:14][CH:13]([NH:12][C:4]2[CH:3]=[C:2]([Cl:1])[CH:7]=[CH:6][C:5]=2[N+:8]([O-:10])=[O:9])[CH2:18][CH2:17]1)=[O:20])[CH3:23]. (5) Given the reactants C([O:4][CH2:5][C:6]1[C:7]([N:34]2[CH2:46][CH2:45][N:37]3[C:38]4[CH2:39][CH2:40][CH2:41][CH2:42][C:43]=4[CH:44]=[C:36]3[C:35]2=[O:47])=[N:8][CH:9]=[CH:10][C:11]=1[C:12]1[CH:17]=[C:16]([NH:18][C:19]2[CH:31]=[C:22]3[CH2:23][N:24]([CH:27]4[CH2:30][O:29][CH2:28]4)[CH2:25][CH2:26][N:21]3[N:20]=2)[C:15](=[O:32])[N:14]([CH3:33])[CH:13]=1)(=O)C.[OH-].[Li+], predict the reaction product. The product is: [OH:4][CH2:5][C:6]1[C:7]([N:34]2[CH2:46][CH2:45][N:37]3[C:38]4[CH2:39][CH2:40][CH2:41][CH2:42][C:43]=4[CH:44]=[C:36]3[C:35]2=[O:47])=[N:8][CH:9]=[CH:10][C:11]=1[C:12]1[CH:17]=[C:16]([NH:18][C:19]2[CH:31]=[C:22]3[CH2:23][N:24]([CH:27]4[CH2:28][O:29][CH2:30]4)[CH2:25][CH2:26][N:21]3[N:20]=2)[C:15](=[O:32])[N:14]([CH3:33])[CH:13]=1. (6) Given the reactants Cl[C:2]1[CH:3]=[C:4]([C@H:8]2[C@@H:13]([CH3:14])[N:12]([CH2:15][C:16]([F:19])([F:18])[F:17])[C:11](=[O:20])[C@@H:10]([NH:21]C(=O)OC(C)(C)C)[CH2:9]2)[CH:5]=[CH:6][CH:7]=1, predict the reaction product. The product is: [NH2:21][C@H:10]1[CH2:9][C@@H:8]([C:4]2[CH:5]=[CH:6][CH:7]=[CH:2][CH:3]=2)[C@@H:13]([CH3:14])[N:12]([CH2:15][C:16]([F:17])([F:18])[F:19])[C:11]1=[O:20]. (7) Given the reactants C(O)(=O)C.C([O:12][C:13]1[CH:40]=[CH:39][C:38]([C:41]2[CH:46]=[CH:45][N:44]=[CH:43][CH:42]=2)=[CH:37][C:14]=1[C:15]([NH:17][C:18]1[CH:30]=[C:29]([C:31]2[CH:36]=[CH:35][CH:34]=[CH:33][CH:32]=2)[CH:28]=[CH:27][C:19]=1[C:20]([O:22][C:23]([CH3:26])([CH3:25])[CH3:24])=[O:21])=[O:16])C1C=CC=CC=1.CO, predict the reaction product. The product is: [OH:12][C:13]1[CH:40]=[CH:39][C:38]([CH:41]2[CH2:42][CH2:43][NH:44][CH2:45][CH2:46]2)=[CH:37][C:14]=1[C:15]([NH:17][C:18]1[CH:30]=[C:29]([C:31]2[CH:36]=[CH:35][CH:34]=[CH:33][CH:32]=2)[CH:28]=[CH:27][C:19]=1[C:20]([O:22][C:23]([CH3:26])([CH3:25])[CH3:24])=[O:21])=[O:16].